From a dataset of Forward reaction prediction with 1.9M reactions from USPTO patents (1976-2016). Predict the product of the given reaction. (1) The product is: [F:50][C:51]1[CH:57]=[C:56]([F:58])[CH:55]=[CH:54][C:52]=1[NH:53][C:2]1[CH:3]=[C:4]2[C:9](=[CH:10][CH:11]=1)[C:8]([O:12][CH:13]([CH3:18])[C:14]([F:17])([F:16])[F:15])=[N:7][N:6]=[CH:5]2. Given the reactants Br[C:2]1[CH:3]=[C:4]2[C:9](=[CH:10][CH:11]=1)[C:8]([O:12][CH:13]([CH3:18])[C:14]([F:17])([F:16])[F:15])=[N:7][N:6]=[CH:5]2.CC(C)([O-])C.[Na+].C1(P(C2CCCCC2)C2C=CC=CC=2C2C=CC=CC=2)CCCCC1.[F:50][C:51]1[CH:57]=[C:56]([F:58])[CH:55]=[CH:54][C:52]=1[NH2:53], predict the reaction product. (2) Given the reactants [NH2:1][C:2]1[N:7]([CH2:8][CH2:9][CH2:10][CH2:11][CH3:12])[C:6](=[S:13])[NH:5][C:4](=[O:14])[C:3]=1[N:15]=O.N.O.S(S([O-])=O)([O-])=O.[Na+].[Na+], predict the reaction product. The product is: [NH2:15][C:3]1[C:4](=[O:14])[NH:5][C:6](=[S:13])[N:7]([CH2:8][CH2:9][CH2:10][CH2:11][CH3:12])[C:2]=1[NH2:1]. (3) Given the reactants [NH2:1][C:2]1[C:11]2[N:12]=[C:13]([CH2:39][CH2:40][O:41][CH3:42])[N:14]([CH2:15][CH2:16][CH2:17][N:18]([CH2:27][C:28]3[CH:29]=[C:30]([CH:36]=[CH:37][CH:38]=3)[O:31][CH2:32][C:33]([OH:35])=[O:34])[C:19](=[O:26])[CH2:20][N:21]([CH2:24][CH3:25])[CH2:22][CH3:23])[C:10]=2[C:9]2[CH:8]=[CH:7][CH:6]=[CH:5][C:4]=2[N:3]=1.[CH3:43][CH:44](O)[CH3:45], predict the reaction product. The product is: [NH2:1][C:2]1[C:11]2[N:12]=[C:13]([CH2:39][CH2:40][O:41][CH3:42])[N:14]([CH2:15][CH2:16][CH2:17][N:18]([CH2:27][C:28]3[CH:29]=[C:30]([CH:36]=[CH:37][CH:38]=3)[O:31][CH2:32][C:33]([O:35][CH:44]([CH3:45])[CH3:43])=[O:34])[C:19](=[O:26])[CH2:20][N:21]([CH2:24][CH3:25])[CH2:22][CH3:23])[C:10]=2[C:9]2[CH:8]=[CH:7][CH:6]=[CH:5][C:4]=2[N:3]=1. (4) The product is: [CH3:14][N:10]1[CH:11]=[CH:12][N:13]=[C:9]1[CH2:8][N:7]([CH2:15][C:16]1[CH:17]=[CH:18][C:19]([CH:20]=[O:21])=[CH:22][CH:23]=1)[CH2:6][C:2]1[N:3]([C:33]([C:34]2[CH:39]=[CH:38][CH:37]=[CH:36][CH:35]=2)([C:46]2[CH:47]=[CH:48][CH:49]=[CH:50][CH:51]=2)[C:40]2[CH:41]=[CH:42][CH:43]=[CH:44][CH:45]=2)[CH:4]=[CH:5][N:1]=1. Given the reactants [NH:1]1[CH:5]=[CH:4][N:3]=[C:2]1[CH2:6][N:7]([CH2:15][C:16]1[CH:23]=[CH:22][C:19]([CH:20]=[O:21])=[CH:18][CH:17]=1)[CH2:8][C:9]1[N:10]([CH3:14])[CH:11]=[CH:12][N:13]=1.C(N(C(C)C)CC)(C)C.[C:33](Cl)([C:46]1[CH:51]=[CH:50][CH:49]=[CH:48][CH:47]=1)([C:40]1[CH:45]=[CH:44][CH:43]=[CH:42][CH:41]=1)[C:34]1[CH:39]=[CH:38][CH:37]=[CH:36][CH:35]=1.CO, predict the reaction product. (5) Given the reactants [Cl:1][C:2]1[N:7]=[C:6]([N:8]2[CH2:13][CH2:12][O:11][CH2:10][CH2:9]2)[CH:5]=[C:4]([O:14][CH3:15])[C:3]=1[N+:16]([O-])=O, predict the reaction product. The product is: [Cl:1][C:2]1[C:3]([NH2:16])=[C:4]([O:14][CH3:15])[CH:5]=[C:6]([N:8]2[CH2:9][CH2:10][O:11][CH2:12][CH2:13]2)[N:7]=1. (6) Given the reactants [F:1][C:2]1[CH:7]=[CH:6][C:5]([C:8]2[N:9]=[C:10]([CH2:13][C:14]#[N:15])[S:11][CH:12]=2)=[CH:4][CH:3]=1.CO.Cl, predict the reaction product. The product is: [F:1][C:2]1[CH:3]=[CH:4][C:5]([C:8]2[N:9]=[C:10]([CH2:13][CH2:14][NH2:15])[S:11][CH:12]=2)=[CH:6][CH:7]=1. (7) Given the reactants Br[C:2]1[C:10]([F:11])=[CH:9][C:8]([F:12])=[CH:7][C:3]=1[C:4]([OH:6])=[O:5].Cl.[F:14][CH:15]([F:19])[CH2:16][CH2:17][NH2:18].C(=O)([O-])[O-].[K+].[K+].CN(C=O)C, predict the reaction product. The product is: [F:14][CH:15]([F:19])[CH2:16][CH2:17][NH:18][C:2]1[C:10]([F:11])=[CH:9][C:8]([F:12])=[CH:7][C:3]=1[C:4]([OH:6])=[O:5]. (8) The product is: [ClH:28].[F:27][C:2]1([F:1])[CH2:3][CH2:4][CH:5]([O:8][C:9]2[CH:10]=[CH:11][C:12]3[CH2:13][NH:14][CH2:15][CH2:16][O:17][C:18]=3[N:19]=2)[CH2:6][CH2:7]1. Given the reactants [F:1][C:2]1([F:27])[CH2:7][CH2:6][CH:5]([O:8][C:9]2[CH:10]=[CH:11][C:12]3[CH2:13][N:14](C(OC(C)(C)C)=O)[CH2:15][CH2:16][O:17][C:18]=3[N:19]=2)[CH2:4][CH2:3]1.[ClH:28].C(OCC)(=O)C, predict the reaction product. (9) Given the reactants [NH2:1][CH:2]1[N:8]=[C:7]([N:9]2[CH2:14][CH2:13][CH2:12][CH2:11][CH2:10]2)[C:6]2[CH:15]=[CH:16][CH:17]=[CH:18][C:5]=2[N:4]([CH3:19])[C:3]1=[O:20].C([NH:28][C@H:29]([C:31](O)=[O:32])[CH3:30])(OC(C)(C)C)=O, predict the reaction product. The product is: [NH2:28][C@H:29]([C:31]([C:2]1([NH2:1])[N:8]=[C:7]([N:9]2[CH2:14][CH2:13][CH2:12][CH2:11][CH2:10]2)[C:6]2[CH:15]=[CH:16][CH:17]=[CH:18][C:5]=2[N:4]([CH3:19])[C:3]1=[O:20])=[O:32])[CH3:30].